Regression. Given a peptide amino acid sequence and an MHC pseudo amino acid sequence, predict their binding affinity value. This is MHC class I binding data. From a dataset of Peptide-MHC class I binding affinity with 185,985 pairs from IEDB/IMGT. (1) The peptide sequence is AIFQSSMTK. The MHC is HLA-B51:01 with pseudo-sequence HLA-B51:01. The binding affinity (normalized) is 0. (2) The peptide sequence is MVTRFESLK. The MHC is HLA-A03:01 with pseudo-sequence HLA-A03:01. The binding affinity (normalized) is 0.529. (3) The peptide sequence is CAGGYYDVY. The MHC is HLA-A29:02 with pseudo-sequence HLA-A29:02. The binding affinity (normalized) is 0.353. (4) The binding affinity (normalized) is 0.214. The peptide sequence is NLWNGIVPM. The MHC is HLA-A68:02 with pseudo-sequence HLA-A68:02. (5) The peptide sequence is ILDSVGIEA. The MHC is HLA-A02:02 with pseudo-sequence HLA-A02:02. The binding affinity (normalized) is 0.441. (6) The peptide sequence is ILLWEIPDV. The MHC is HLA-A02:01 with pseudo-sequence HLA-A02:01. The binding affinity (normalized) is 1.00. (7) The binding affinity (normalized) is 0.157. The MHC is HLA-A33:01 with pseudo-sequence HLA-A33:01. The peptide sequence is PVIVVPVIDR.